From a dataset of Peptide-MHC class I binding affinity with 185,985 pairs from IEDB/IMGT. Regression. Given a peptide amino acid sequence and an MHC pseudo amino acid sequence, predict their binding affinity value. This is MHC class I binding data. (1) The peptide sequence is RRRFVQNAL. The MHC is HLA-B45:06 with pseudo-sequence HLA-B45:06. The binding affinity (normalized) is 0.213. (2) The peptide sequence is NWINVELSL. The MHC is Mamu-A07 with pseudo-sequence Mamu-A07. The binding affinity (normalized) is 0. (3) The peptide sequence is NRDTWGTTQCL. The MHC is Mamu-A07 with pseudo-sequence Mamu-A07. The binding affinity (normalized) is 0.196.